Dataset: Catalyst prediction with 721,799 reactions and 888 catalyst types from USPTO. Task: Predict which catalyst facilitates the given reaction. (1) Reactant: [CH3:1][C:2]([Si:5]([CH3:25])([CH3:24])[O:6][CH2:7][C@H:8]([NH:16][C:17](=[O:23])[O:18][C:19]([CH3:22])([CH3:21])[CH3:20])[CH2:9][N:10]1[CH2:15][CH2:14][NH:13][CH2:12][CH2:11]1)([CH3:4])[CH3:3].C(Cl)CCl.C1C=C2C(N(O)N=NC2=CC=1)=O.[S:42]1[C:46]2[CH:47]=[CH:48][CH:49]=[CH:50][C:45]=2[CH:44]=[C:43]1[C:51]([NH:53][C@H:54]([C:59](O)=[O:60])[CH2:55][CH:56]([CH3:58])[CH3:57])=[O:52].CN1CCOCC1. Product: [S:42]1[C:46]2[CH:47]=[CH:48][CH:49]=[CH:50][C:45]=2[CH:44]=[C:43]1[C:51]([NH:53][C@H:54]([C:59]([N:13]1[CH2:12][CH2:11][N:10]([CH2:9][C@@H:8]([NH:16][C:17](=[O:23])[O:18][C:19]([CH3:22])([CH3:21])[CH3:20])[CH2:7][O:6][Si:5]([C:2]([CH3:1])([CH3:3])[CH3:4])([CH3:25])[CH3:24])[CH2:15][CH2:14]1)=[O:60])[CH2:55][CH:56]([CH3:57])[CH3:58])=[O:52]. The catalyst class is: 2. (2) Reactant: [Cl:1][C:2]1[CH:3]=[CH:4][C:5]([CH2:8][CH2:9][C:10]2[CH:15]=[CH:14][N:13]([C:16]3[CH:21]=[CH:20][C:19]4[C:22]5[CH2:23][NH:24][CH2:25][CH2:26][C:27]=5[O:28][C:18]=4[CH:17]=3)[C:12](=[O:29])[CH:11]=2)=[N:6][CH:7]=1.Cl.CCOCC. Product: [ClH:1].[Cl:1][C:2]1[CH:3]=[CH:4][C:5]([CH2:8][CH2:9][C:10]2[CH:15]=[CH:14][N:13]([C:16]3[CH:21]=[CH:20][C:19]4[C:22]5[CH2:23][NH:24][CH2:25][CH2:26][C:27]=5[O:28][C:18]=4[CH:17]=3)[C:12](=[O:29])[CH:11]=2)=[N:6][CH:7]=1. The catalyst class is: 5. (3) Reactant: [Br:1][C:2]1[CH:12]=[C:11]([O:13][C@@H:14]([C@H:16]2[CH2:20][N:19]([C@@H](C3C=CC(OC)=CC=3)C)[C:18](=[O:31])[CH2:17]2)[CH3:15])[C:5]2[N:6]([CH2:9][CH3:10])[CH:7]=[N:8][C:4]=2[CH:3]=1. Product: [Br:1][C:2]1[CH:12]=[C:11]([O:13][C@@H:14]([C@H:16]2[CH2:20][NH:19][C:18](=[O:31])[CH2:17]2)[CH3:15])[C:5]2[N:6]([CH2:9][CH3:10])[CH:7]=[N:8][C:4]=2[CH:3]=1. The catalyst class is: 67. (4) Reactant: [F:1][C:2]1[CH:10]=[CH:9][C:5]([C:6](Cl)=[O:7])=[CH:4][CH:3]=1.[NH2:11][C:12]1[S:16][C:15]([NH:17][C:18]2[CH:19]=[C:20]3[C:25](=[CH:26][CH:27]=2)[N:24]=[CH:23][CH:22]=[CH:21]3)=[N:14][C:13]=1[C:28]([NH2:30])=[O:29]. Product: [F:1][C:2]1[CH:10]=[CH:9][C:5]([C:6]([NH:11][C:12]2[S:16][C:15]([NH:17][C:18]3[CH:19]=[C:20]4[C:25](=[CH:26][CH:27]=3)[N:24]=[CH:23][CH:22]=[CH:21]4)=[N:14][C:13]=2[C:28]([NH2:30])=[O:29])=[O:7])=[CH:4][CH:3]=1. The catalyst class is: 383. (5) Reactant: O[CH2:2][C:3]1[CH:12]=[N:11][C:10]2[N:9]3[CH2:13][CH2:14][CH2:15][C@H:8]3[C:7](=[O:16])[NH:6][C:5]=2[CH:4]=1.[Cl:17][C:18]1[CH:19]=[C:20]([CH:27]=[CH:28][C:29]=1[N:30]1[CH2:35][CH2:34][NH:33][CH2:32][CH2:31]1)[C:21]([NH:23][CH:24]([CH3:26])[CH3:25])=[O:22].[I-].C(C[P+](C)(C)C)#N.C(N(CC)C(C)C)(C)C. Product: [Cl:17][C:18]1[CH:19]=[C:20]([CH:27]=[CH:28][C:29]=1[N:30]1[CH2:31][CH2:32][N:33]([CH2:2][C:3]2[CH:12]=[N:11][C:10]3[N:9]4[CH2:13][CH2:14][CH2:15][C@H:8]4[C:7](=[O:16])[NH:6][C:5]=3[CH:4]=2)[CH2:34][CH2:35]1)[C:21]([NH:23][CH:24]([CH3:26])[CH3:25])=[O:22]. The catalyst class is: 397.